Dataset: Reaction yield outcomes from USPTO patents with 853,638 reactions. Task: Predict the reaction yield, written as a fraction of the theoretical maximum amount of product (1.0 means a 100% yield; for example, 0.34 means a 34% yield). The reactants are [H-].[H-].[H-].[H-].[Li+].[Al+3].[OH:7][C@@H:8]([CH2:14][CH2:15][CH2:16][CH3:17])[CH2:9][C:10](OC)=[O:11].O.[OH-].[Na+]. The catalyst is C1COCC1. The product is [CH2:10]([OH:11])[CH2:9][C@@H:8]([OH:7])[CH2:14][CH2:15][CH2:16][CH3:17]. The yield is 0.800.